From a dataset of Full USPTO retrosynthesis dataset with 1.9M reactions from patents (1976-2016). Predict the reactants needed to synthesize the given product. (1) Given the product [C:6]([NH:7][CH2:8][CH2:9][CH2:10][NH:11][C:12]([C:14]1[N:15]=[CH:16][C:17]2[C:18](=[O:32])[N:19]([CH2:25][C:26]3[CH:31]=[CH:30][CH:29]=[CH:28][CH:27]=3)[CH:20]=[CH:21][C:22]=2[C:23]=1[OH:24])=[O:13])(=[O:5])[CH3:35], predict the reactants needed to synthesize it. The reactants are: C([O:5][C:6](=O)[NH:7][CH2:8][CH2:9][CH2:10][NH:11][C:12]([C:14]1[N:15]=[CH:16][C:17]2[C:18](=[O:32])[N:19]([CH2:25][C:26]3[CH:31]=[CH:30][CH:29]=[CH:28][CH:27]=3)[CH:20]=[CH:21][C:22]=2[C:23]=1[OH:24])=[O:13])(C)(C)C.F[C:35](F)(F)C(O)=O.C(N(CC)CC)C.C(OC(=O)C)(=O)C.C[O-].[Na+].Cl. (2) Given the product [CH3:30][C:25]1([CH3:31])[C:26]([CH3:29])([CH3:28])[O:27][B:23]([C:2]2[CH:18]=[CH:17][C:5]([O:6][CH2:7][CH2:8][NH:9][C:10](=[O:16])[O:11][C:12]([CH3:15])([CH3:14])[CH3:13])=[C:4]([C:19]([F:22])([F:21])[F:20])[CH:3]=2)[O:24]1, predict the reactants needed to synthesize it. The reactants are: Br[C:2]1[CH:18]=[CH:17][C:5]([O:6][CH2:7][CH2:8][NH:9][C:10](=[O:16])[O:11][C:12]([CH3:15])([CH3:14])[CH3:13])=[C:4]([C:19]([F:22])([F:21])[F:20])[CH:3]=1.[B:23]1([B:23]2[O:27][C:26]([CH3:29])([CH3:28])[C:25]([CH3:31])([CH3:30])[O:24]2)[O:27][C:26]([CH3:29])([CH3:28])[C:25]([CH3:31])([CH3:30])[O:24]1.